Dataset: Catalyst prediction with 721,799 reactions and 888 catalyst types from USPTO. Task: Predict which catalyst facilitates the given reaction. (1) Reactant: Cl.[N:2]1[CH:3]=[CH:4][N:5]2[CH:10]=[C:9]([C:11]([OH:13])=[O:12])[CH:8]=[CH:7][C:6]=12.[OH-].[Na+]. Product: [N:2]1[CH:3]=[CH:4][N:5]2[CH:10]=[C:9]([C:11]([OH:13])=[O:12])[CH:8]=[CH:7][C:6]=12. The catalyst class is: 6. (2) Reactant: [C:1]([C:5]1[CH:6]=[C:7]([CH:35]=[CH:36][CH:37]=1)[CH2:8][NH:9][C@@H:10]1[C@@H:15]([OH:16])[C@H:14]([CH2:17][C:18]2[CH:23]=[CH:22][C:21]([N+:24]([O-])=O)=[C:20]([O:27][CH2:28][C:29]([F:32])([F:31])[F:30])[CH:19]=2)[CH2:13][S:12](=[O:34])(=[O:33])[CH2:11]1)([CH3:4])([CH3:3])[CH3:2].[ClH:38].CCOC(C)=O. Product: [ClH:38].[NH2:24][C:21]1[CH:22]=[CH:23][C:18]([CH2:17][C@H:14]2[C@H:15]([OH:16])[C@@H:10]([NH:9][CH2:8][C:7]3[CH:35]=[CH:36][CH:37]=[C:5]([C:1]([CH3:3])([CH3:4])[CH3:2])[CH:6]=3)[CH2:11][S:12](=[O:33])(=[O:34])[CH2:13]2)=[CH:19][C:20]=1[O:27][CH2:28][C:29]([F:32])([F:30])[F:31]. The catalyst class is: 28. (3) The catalyst class is: 1. Reactant: [Cl:1][C:2]1[N:3]=[C:4]([C:9]([NH:11][C@H:12]2[CH2:17][CH2:16][N:15]([C:18]3[O:19][C:20]([CH3:30])=[C:21]([C:23]([O:25]CCCC)=[O:24])[N:22]=3)[CH2:14][C@H:13]2[O:31][CH3:32])=[O:10])[NH:5][C:6]=1[CH2:7][CH3:8].[OH-].[Li+].CO. Product: [Cl:1][C:2]1[N:3]=[C:4]([C:9]([NH:11][C@H:12]2[CH2:17][CH2:16][N:15]([C:18]3[O:19][C:20]([CH3:30])=[C:21]([C:23]([OH:25])=[O:24])[N:22]=3)[CH2:14][C@H:13]2[O:31][CH3:32])=[O:10])[NH:5][C:6]=1[CH2:7][CH3:8]. (4) The catalyst class is: 88. Reactant: [CH2:1]([N:9]1[CH2:14][CH2:13][C:12](=O)[CH:11]([C:16]2[CH:21]=[CH:20][CH:19]=[CH:18][CH:17]=2)[C:10]1=[O:22])[CH2:2][C:3]1[CH:8]=[CH:7][CH:6]=[CH:5][CH:4]=1.C([O-])(=O)C.[Na+].Cl.[NH2:29][OH:30]. Product: [CH2:1]([N:9]1[CH2:14][CH2:13][C:12](=[N:29][OH:30])[CH:11]([C:16]2[CH:21]=[CH:20][CH:19]=[CH:18][CH:17]=2)[C:10]1=[O:22])[CH2:2][C:3]1[CH:8]=[CH:7][CH:6]=[CH:5][CH:4]=1. (5) Reactant: [Br:1][C:2]1[CH:10]=[CH:9][C:5]([C:6](O)=[O:7])=[C:4]([CH2:11][CH3:12])[CH:3]=1.B.C1COCC1. Product: [Br:1][C:2]1[CH:10]=[CH:9][C:5]([CH2:6][OH:7])=[C:4]([CH2:11][CH3:12])[CH:3]=1. The catalyst class is: 1. (6) Reactant: [CH2:1]([O:3][C:4](=[O:33])[CH2:5][N:6]1[C:14]2[CH2:13][CH2:12][CH2:11][C@@H:10]([N:15]([S:17]([C:20]3[CH:25]=[C:24]([C:26]([F:29])([F:28])[F:27])[CH:23]=[C:22]([S:30][CH2:31][CH3:32])[CH:21]=3)(=[O:19])=[O:18])[CH3:16])[C:9]=2[CH:8]=[N:7]1)[CH3:2].ClC1C=C(C(OO)=[O:42])C=CC=1. Product: [CH2:1]([O:3][C:4](=[O:33])[CH2:5][N:6]1[C:14]2[CH2:13][CH2:12][CH2:11][C@@H:10]([N:15]([S:17]([C:20]3[CH:25]=[C:24]([C:26]([F:29])([F:27])[F:28])[CH:23]=[C:22]([S:30]([CH2:31][CH3:32])=[O:42])[CH:21]=3)(=[O:19])=[O:18])[CH3:16])[C:9]=2[CH:8]=[N:7]1)[CH3:2]. The catalyst class is: 4. (7) Reactant: [Br:1][C:2]1[N:7]=[C:6]([C@:8]([NH:17][S@@:18]([C:20]([CH3:23])([CH3:22])[CH3:21])=[O:19])([CH3:16])[C@@H:9]([F:15])[C:10](OCC)=[O:11])[C:5]([F:24])=[CH:4][CH:3]=1.C(O)C.[BH4-].[Li+].[NH4+].[Cl-]. Product: [Br:1][C:2]1[N:7]=[C:6]([C@@:8]([NH:17][S@@:18]([C:20]([CH3:23])([CH3:22])[CH3:21])=[O:19])([C@@H:9]([F:15])[CH2:10][OH:11])[CH3:16])[C:5]([F:24])=[CH:4][CH:3]=1. The catalyst class is: 7.